Dataset: Full USPTO retrosynthesis dataset with 1.9M reactions from patents (1976-2016). Task: Predict the reactants needed to synthesize the given product. (1) Given the product [Br:1][C:19]1[C:18]([C:27]([O:29][CH3:30])=[O:28])=[N:17][N:16]([C:13]2[CH:14]=[CH:15][C:10]([F:9])=[CH:11][CH:12]=2)[C:20]=1[NH:21][C:22](=[O:26])[CH:23]([CH3:25])[CH3:24], predict the reactants needed to synthesize it. The reactants are: [Br:1]N1C(=O)CCC1=O.[F:9][C:10]1[CH:15]=[CH:14][C:13]([N:16]2[C:20]([NH:21][C:22](=[O:26])[CH:23]([CH3:25])[CH3:24])=[CH:19][C:18]([C:27]([O:29][CH3:30])=[O:28])=[N:17]2)=[CH:12][CH:11]=1. (2) Given the product [C:21]1([CH3:26])[C:20]([NH:19][CH:2]2[C:15]3[C:10](=[CH:11][CH:12]=[CH:13][C:14]=3[Cl:16])[C:9](=[O:17])[C:8]3[C:7]([Cl:18])=[CH:6][CH:5]=[CH:4][C:3]2=3)=[CH:25][CH:24]=[CH:23][CH:22]=1, predict the reactants needed to synthesize it. The reactants are: Br[CH:2]1[C:15]2[C:10](=[CH:11][CH:12]=[CH:13][C:14]=2[Cl:16])[C:9](=[O:17])[C:8]2[C:7]([Cl:18])=[CH:6][CH:5]=[CH:4][C:3]1=2.[NH2:19][C:20]1[C:21]([CH3:26])=[CH:22][CH:23]=[CH:24][CH:25]=1.O. (3) Given the product [C:12]([O:11][C:9]([N:8]([C:9]([O:11][C:12]([CH3:15])([CH3:14])[CH3:13])=[O:10])[C:6]1[CH:5]=[N:4][CH:3]=[C:2]([Br:1])[N:7]=1)=[O:10])([CH3:15])([CH3:14])[CH3:13], predict the reactants needed to synthesize it. The reactants are: [Br:1][C:2]1[N:7]=[C:6]([NH2:8])[CH:5]=[N:4][CH:3]=1.[C:9](O[C:9]([O:11][C:12]([CH3:15])([CH3:14])[CH3:13])=[O:10])([O:11][C:12]([CH3:15])([CH3:14])[CH3:13])=[O:10]. (4) Given the product [OH-:17].[CH2:2]([N+:6]1[CH:11]=[CH:10][C:9]([N:12]2[CH2:16][CH2:15][CH2:14][CH2:13]2)=[CH:8][CH:7]=1)[CH2:3][CH2:4][CH3:5], predict the reactants needed to synthesize it. The reactants are: [I-].[CH2:2]([N+:6]1[CH:11]=[CH:10][C:9]([N:12]2[CH2:16][CH2:15][CH2:14][CH2:13]2)=[CH:8][CH:7]=1)[CH2:3][CH2:4][CH3:5].[OH-:17].